This data is from Full USPTO retrosynthesis dataset with 1.9M reactions from patents (1976-2016). The task is: Predict the reactants needed to synthesize the given product. (1) Given the product [OH:18][CH2:19][CH2:20][CH2:21][NH:22][C:23]([C:25]1[C:33]2[C:28](=[CH:29][C:30]([O:34][C:2]3[CH:7]=[CH:6][N:5]=[C:4]4[CH:8]=[C:9]([C:11]([N:13]5[CH2:17][CH2:16][CH2:15][CH2:14]5)=[O:12])[S:10][C:3]=34)=[CH:31][CH:32]=2)[N:27]([CH3:35])[C:26]=1[CH3:36])=[O:24], predict the reactants needed to synthesize it. The reactants are: Cl[C:2]1[CH:7]=[CH:6][N:5]=[C:4]2[CH:8]=[C:9]([C:11]([N:13]3[CH2:17][CH2:16][CH2:15][CH2:14]3)=[O:12])[S:10][C:3]=12.[OH:18][CH2:19][CH2:20][CH2:21][NH:22][C:23]([C:25]1[C:33]2[C:28](=[CH:29][C:30]([OH:34])=[CH:31][CH:32]=2)[N:27]([CH3:35])[C:26]=1[CH3:36])=[O:24].C([O-])([O-])=O.[Cs+].[Cs+]. (2) The reactants are: [Br:1][C:2]1[C:7]([CH3:8])=[CH:6][C:5](B2OC(C)(C)C(C)(C)O2)=[CH:4][C:3]=1[CH3:18].Br[C:20]1[N:25]=[CH:24][C:23]([CH3:26])=[CH:22][N:21]=1. Given the product [Br:1][C:2]1[C:3]([CH3:18])=[CH:4][C:5]([C:20]2[N:25]=[CH:24][C:23]([CH3:26])=[CH:22][N:21]=2)=[CH:6][C:7]=1[CH3:8], predict the reactants needed to synthesize it. (3) Given the product [F:1][C:2]1[CH:30]=[CH:29][C:5]2[N:6]=[C:7]([NH:9][C@H:10]3[CH2:14][CH2:13][CH2:12][C@@H:11]3[NH:15][C:16](=[O:28])[C:17]3[CH:22]=[CH:21][CH:20]=[CH:19][C:18]=3[CH3:31])[S:8][C:4]=2[CH:3]=1, predict the reactants needed to synthesize it. The reactants are: [F:1][C:2]1[CH:30]=[CH:29][C:5]2[N:6]=[C:7]([NH:9][C@H:10]3[CH2:14][CH2:13][CH2:12][C@@H:11]3[NH:15][C:16](=[O:28])[C:17]3[CH:22]=[CH:21][CH:20]=[CH:19][C:18]=3N3C=CC=N3)[S:8][C:4]=2[CH:3]=1.[CH3:31]C1C=CC=CC=1C(O)=O.Cl.FC1C=CC2N=C(N[C@H]3CCC[C@@H]3N)SC=2C=1. (4) Given the product [Cl:20][C:4]1[N:3]=[C:2]([NH:24][CH2:22][CH3:23])[C:7]([C:8]([NH:10][CH2:11][C:12]2[CH:17]=[CH:16][CH:15]=[C:14]([F:18])[CH:13]=2)=[O:9])=[C:6]([CH3:19])[CH:5]=1, predict the reactants needed to synthesize it. The reactants are: Cl[C:2]1[C:7]([C:8]([NH:10][CH2:11][C:12]2[CH:17]=[CH:16][CH:15]=[C:14]([F:18])[CH:13]=2)=[O:9])=[C:6]([CH3:19])[CH:5]=[C:4]([Cl:20])[N:3]=1.Cl.[CH2:22]([NH2:24])[CH3:23].C([O-])([O-])=O.[K+].[K+].